Dataset: HIV replication inhibition screening data with 41,000+ compounds from the AIDS Antiviral Screen. Task: Binary Classification. Given a drug SMILES string, predict its activity (active/inactive) in a high-throughput screening assay against a specified biological target. (1) The compound is CCC1(OC(=O)CN)C(=O)OCc2c1cc1n(c2=O)Cc2cc3ccccc3nc2-1.Cl. The result is 0 (inactive). (2) The compound is Cc1ccc(S(=O)(=O)C(C#N)=CN2CC(=O)NC2=S)cc1. The result is 0 (inactive). (3) The compound is Cc1cc(-c2ccccn2)oc(=O)c1NC(=O)c1ccccc1. The result is 0 (inactive).